Dataset: Catalyst prediction with 721,799 reactions and 888 catalyst types from USPTO. Task: Predict which catalyst facilitates the given reaction. (1) Reactant: [CH3:1][O:2][C:3]1[CH:4]=[C:5]([CH2:11][CH2:12][C:13]([OH:15])=O)[CH:6]=[CH:7][C:8]=1[O:9][CH3:10].ClC(OCC)=O.[OH-].[NH4+:23]. Product: [CH3:1][O:2][C:3]1[CH:4]=[C:5]([CH2:11][CH2:12][C:13]([NH2:23])=[O:15])[CH:6]=[CH:7][C:8]=1[O:9][CH3:10]. The catalyst class is: 1. (2) Reactant: [CH3:1][N:2]1[C:8](=[O:9])[CH2:7][C:6]2[CH:10]=[CH:11][CH2:12][CH2:13][C:5]=2[CH:4]=[CH:3]1.[N:14](OCCC(C)C)=[O:15].[Li+].C[Si]([N-][Si](C)(C)C)(C)C.Cl. Product: [OH:15][N:14]=[C:7]1[C:6]2[CH:10]=[CH:11][CH2:12][CH2:13][C:5]=2[CH:4]=[CH:3][N:2]([CH3:1])[C:8]1=[O:9]. The catalyst class is: 1. (3) Product: [F:8][C:3]1[CH:4]=[CH:5][CH:6]=[CH:7][C:2]=1[C:18]([CH:20]1[CH2:21][N:22]([C@H:26]([C:28]2[CH:33]=[CH:32][CH:31]=[CH:30][CH:29]=2)[CH3:27])[C:23](=[O:25])[CH2:24]1)=[O:19]. Reactant: Br[C:2]1[CH:7]=[CH:6][CH:5]=[CH:4][C:3]=1[F:8].C([Li])CCC.COCN[C:18]([CH:20]1[CH2:24][C:23](=[O:25])[N:22]([C@H:26]([C:28]2[CH:33]=[CH:32][CH:31]=[CH:30][CH:29]=2)[CH3:27])[CH2:21]1)=[O:19]. The catalyst class is: 54. (4) Reactant: [CH3:1][O:2][C:3]1[CH:12]=[C:11]2[C:6]([C:7](=O)[CH2:8][CH:9]([C:13]3[CH:22]=[CH:21][C:16]([C:17]([O:19][CH3:20])=[O:18])=[CH:15][N:14]=3)[O:10]2)=[CH:5][CH:4]=1.Cl.[CH2:25]([O:27][NH2:28])[CH3:26].C([O-])(=O)C.[K+]. Product: [CH2:25]([O:27][N:28]=[C:7]1[C:6]2[C:11](=[CH:12][C:3]([O:2][CH3:1])=[CH:4][CH:5]=2)[O:10][CH:9]([C:13]2[CH:22]=[CH:21][C:16]([C:17]([O:19][CH3:20])=[O:18])=[CH:15][N:14]=2)[CH2:8]1)[CH3:26]. The catalyst class is: 8. (5) Reactant: [C:1]([O:5][C:6](=[O:35])[NH:7][C:8]1([C:12]2[CH:17]=[CH:16][C:15]([C:18]3[N:19]=[C:20]4[CH:25]=[CH:24][C:23]([CH2:26][OH:27])=[CH:22][N:21]4[C:28]=3[C:29]3[CH:34]=[CH:33][CH:32]=[CH:31][CH:30]=3)=[CH:14][CH:13]=2)[CH2:11][CH2:10][CH2:9]1)([CH3:4])([CH3:3])[CH3:2].[H-].[Na+].[CH3:38]I. Product: [C:1]([O:5][C:6](=[O:35])[NH:7][C:8]1([C:12]2[CH:13]=[CH:14][C:15]([C:18]3[N:19]=[C:20]4[CH:25]=[CH:24][C:23]([CH2:26][O:27][CH3:38])=[CH:22][N:21]4[C:28]=3[C:29]3[CH:30]=[CH:31][CH:32]=[CH:33][CH:34]=3)=[CH:16][CH:17]=2)[CH2:11][CH2:10][CH2:9]1)([CH3:4])([CH3:2])[CH3:3]. The catalyst class is: 3. (6) Reactant: I.[Cl:2][C:3]1[CH:4]=[CH:5][C:6]2[C:7]([C:11]=1[N+:12]([O-:14])=[O:13])=[N:8][Se][N:10]=2.OS([O-])=O.[Na+].[OH-].[Na+]. Product: [Cl:2][C:3]1[C:11]([N+:12]([O-:14])=[O:13])=[C:7]([NH2:8])[C:6]([NH2:10])=[CH:5][CH:4]=1. The catalyst class is: 33.